Dataset: Reaction yield outcomes from USPTO patents with 853,638 reactions. Task: Predict the reaction yield, written as a fraction of the theoretical maximum amount of product (1.0 means a 100% yield; for example, 0.34 means a 34% yield). (1) The reactants are [CH3:1][O:2][C:3]1[C:12]2[C:7](=[C:8]([CH3:17])[C:9]([O:15][CH3:16])=[C:10]([O:13][CH3:14])[CH:11]=2)[CH:6]=[C:5]([C:18]([OH:20])=[O:19])[CH:4]=1.[Li]N1C(C)(C)CCCC1(C)C.[CH3:32][Si:33](Cl)([CH3:35])[CH3:34].[OH-].[Na+]. The catalyst is C1COCC1. The product is [CH3:1][O:2][C:3]1[C:12]2[C:7](=[C:8]([CH2:17][Si:33]([CH3:35])([CH3:34])[CH3:32])[C:9]([O:15][CH3:16])=[C:10]([O:13][CH3:14])[CH:11]=2)[CH:6]=[C:5]([C:18]([OH:20])=[O:19])[CH:4]=1. The yield is 0.880. (2) The reactants are [CH2:1](C([Sn])=C(CCCC)CCCC)[CH2:2]CC.Br[C:17]1[CH:22]=[C:21]([O:23][CH2:24][F:25])[CH:20]=[C:19]([Br:26])[CH:18]=1.C(C1C=C(C)C=C(C(C)(C)C)C=1O)(C)(C)C.[OH-].[Na+]. The catalyst is C1(C)C=CC=CC=1.C1C=CC([P]([Pd]([P](C2C=CC=CC=2)(C2C=CC=CC=2)C2C=CC=CC=2)([P](C2C=CC=CC=2)(C2C=CC=CC=2)C2C=CC=CC=2)[P](C2C=CC=CC=2)(C2C=CC=CC=2)C2C=CC=CC=2)(C2C=CC=CC=2)C2C=CC=CC=2)=CC=1. The product is [Br:26][C:19]1[CH:18]=[C:17]([CH:1]=[CH2:2])[CH:22]=[C:21]([O:23][CH2:24][F:25])[CH:20]=1. The yield is 0.570. (3) The reactants are [OH:1][C:2]1[CH:3]=[C:4]2[C:9](=[CH:10][CH:11]=1)[CH:8]=[C:7]([C:12]1[NH:13][C:14]3[C:19]([C:20]=1[CH2:21][CH2:22][CH2:23][CH2:24][CH3:25])=[CH:18][CH:17]=[CH:16][CH:15]=3)[CH:6]=[CH:5]2.CC([O-])=O.[K+].[Br:31]Br. The product is [Br:31][C:3]1[C:2]([OH:1])=[CH:11][CH:10]=[C:9]2[C:4]=1[CH:5]=[CH:6][C:7]([C:12]1[NH:13][C:14]3[C:19]([C:20]=1[CH2:21][CH2:22][CH2:23][CH2:24][CH3:25])=[CH:18][CH:17]=[CH:16][CH:15]=3)=[CH:8]2. The catalyst is CC(O)=O.O. The yield is 0.500. (4) The reactants are [CH2:1]([O:3][C:4](=[O:13])[C:5]1[CH:10]=[CH:9][C:8]([F:11])=[C:7]([OH:12])[CH:6]=1)[CH3:2].[H-].[Na+].Cl[C:17]1[CH:22]=[N:21][CH:20]=[CH:19][N:18]=1.[Na+].[Cl-]. The catalyst is CN(C)C=O.C(O)(=O)C. The product is [F:11][C:8]1[CH:9]=[CH:10][C:5]([C:4]([O:3][CH2:1][CH3:2])=[O:13])=[CH:6][C:7]=1[O:12][C:17]1[CH:22]=[N:21][CH:20]=[CH:19][N:18]=1. The yield is 0.500.